From a dataset of Catalyst prediction with 721,799 reactions and 888 catalyst types from USPTO. Predict which catalyst facilitates the given reaction. (1) Reactant: CC([O:5][C:6]([C:8]1[N:9]([CH2:27][C:28]2[CH:29]=[C:30]([C:35]3[CH:40]=[CH:39][CH:38]=[C:37]([C:41]([OH:43])=O)[CH:36]=3)[CH:31]=[CH:32][C:33]=2[CH3:34])[C:10]2[C:15]([C:16]=1[C:17]1[CH:22]=[CH:21][C:20]([C:23]([CH3:26])([CH3:25])[CH3:24])=[CH:19][CH:18]=1)=[CH:14][CH:13]=[CH:12][CH:11]=2)=[O:7])(C)C.CCN=C=NCCCN(C)C.Cl.C1C=CC2N(O)N=NC=2C=1.[S:66]1[CH:70]=[CH:69][CH:68]=[C:67]1[CH2:71][NH2:72]. Product: [CH3:25][C:23]([C:20]1[CH:21]=[CH:22][C:17]([C:16]2[C:15]3[C:10](=[CH:11][CH:12]=[CH:13][CH:14]=3)[N:9]([CH2:27][C:28]3[CH:29]=[C:30]([C:35]4[CH:40]=[CH:39][CH:38]=[C:37]([C:41]([NH:72][CH2:71][C:67]5[S:66][CH:70]=[CH:69][CH:68]=5)=[O:43])[CH:36]=4)[CH:31]=[CH:32][C:33]=3[CH3:34])[C:8]=2[C:6]([OH:5])=[O:7])=[CH:18][CH:19]=1)([CH3:26])[CH3:24]. The catalyst class is: 31. (2) Reactant: [CH2:1]([O:8][C:9]([N:11]1[CH:16]2[CH2:17][CH2:18][CH:12]1[CH2:13][CH:14]([CH:19]=O)[CH2:15]2)=[O:10])[C:2]1[CH:7]=[CH:6][CH:5]=[CH:4][CH:3]=1.[CH3:21][O:22][C:23]1[CH:28]=[CH:27][C:26]([NH:29][NH2:30])=[CH:25][CH:24]=1.[N+]([CH:34]=[CH:35][C:36]1[CH:41]=[CH:40][C:39]([O:42][CH3:43])=[CH:38][CH:37]=1)([O-])=O.O. Product: [CH2:1]([O:8][C:9]([N:11]1[CH:16]2[CH2:17][CH2:18][CH:12]1[CH2:13][CH:14]([C:19]1[CH:34]=[C:35]([C:36]3[CH:41]=[CH:40][C:39]([O:42][CH3:43])=[CH:38][CH:37]=3)[N:29]([C:26]3[CH:27]=[CH:28][C:23]([O:22][CH3:21])=[CH:24][CH:25]=3)[N:30]=1)[CH2:15]2)=[O:10])[C:2]1[CH:3]=[CH:4][CH:5]=[CH:6][CH:7]=1. The catalyst class is: 5.